Dataset: NCI-60 drug combinations with 297,098 pairs across 59 cell lines. Task: Regression. Given two drug SMILES strings and cell line genomic features, predict the synergy score measuring deviation from expected non-interaction effect. (1) Drug 2: C(CC(=O)O)C(=O)CN.Cl. Drug 1: CCCCC(=O)OCC(=O)C1(CC(C2=C(C1)C(=C3C(=C2O)C(=O)C4=C(C3=O)C=CC=C4OC)O)OC5CC(C(C(O5)C)O)NC(=O)C(F)(F)F)O. Cell line: NCI-H460. Synergy scores: CSS=50.7, Synergy_ZIP=-3.16, Synergy_Bliss=-4.26, Synergy_Loewe=-28.2, Synergy_HSA=-4.54. (2) Drug 1: CC1C(C(CC(O1)OC2CC(CC3=C2C(=C4C(=C3O)C(=O)C5=C(C4=O)C(=CC=C5)OC)O)(C(=O)C)O)N)O.Cl. Drug 2: C(CN)CNCCSP(=O)(O)O. Cell line: ACHN. Synergy scores: CSS=27.0, Synergy_ZIP=-2.41, Synergy_Bliss=2.19, Synergy_Loewe=-17.6, Synergy_HSA=2.06. (3) Synergy scores: CSS=28.8, Synergy_ZIP=2.51, Synergy_Bliss=0.886, Synergy_Loewe=-27.1, Synergy_HSA=-0.757. Drug 1: CC1=C2C(C(=O)C3(C(CC4C(C3C(C(C2(C)C)(CC1OC(=O)C(C(C5=CC=CC=C5)NC(=O)OC(C)(C)C)O)O)OC(=O)C6=CC=CC=C6)(CO4)OC(=O)C)OC)C)OC. Drug 2: COC1=NC(=NC2=C1N=CN2C3C(C(C(O3)CO)O)O)N. Cell line: IGROV1. (4) Drug 1: CN1CCC(CC1)COC2=C(C=C3C(=C2)N=CN=C3NC4=C(C=C(C=C4)Br)F)OC. Drug 2: C1CN(CCN1C(=O)CCBr)C(=O)CCBr. Cell line: KM12. Synergy scores: CSS=8.71, Synergy_ZIP=-1.06, Synergy_Bliss=-2.31, Synergy_Loewe=-6.26, Synergy_HSA=-4.87.